This data is from Forward reaction prediction with 1.9M reactions from USPTO patents (1976-2016). The task is: Predict the product of the given reaction. (1) Given the reactants [NH2:1][CH2:2][C:3]1[CH:18]=[CH:17][C:6]([CH2:7][C:8]2[CH:13]=[CH:12][C:11]([N+:14]([O-:16])=[O:15])=[CH:10][CH:9]=2)=[CH:5][CH:4]=1.[CH3:19][O:20][C:21]1[CH:26]=[CH:25][C:24]([S:27](Cl)(=[O:29])=[O:28])=[CH:23][CH:22]=1.C(N(CC)CC)C.Cl, predict the reaction product. The product is: [CH3:19][O:20][C:21]1[CH:22]=[CH:23][C:24]([S:27]([NH:1][CH2:2][C:3]2[CH:18]=[CH:17][C:6]([CH2:7][C:8]3[CH:13]=[CH:12][C:11]([N+:14]([O-:16])=[O:15])=[CH:10][CH:9]=3)=[CH:5][CH:4]=2)(=[O:29])=[O:28])=[CH:25][CH:26]=1. (2) Given the reactants [CH2:1]([NH:3][C:4]([NH:6][C:7]1[CH:12]=[CH:11][C:10]([C:13]2[N:14]=[C:15]([N:22]3[CH2:27][CH2:26][O:25][CH2:24][CH2:23]3)[C:16]3[CH2:21][NH:20][CH2:19][C:17]=3[N:18]=2)=[CH:9][CH:8]=1)=[O:5])[CH3:2].Cl[C:29]1[N:34]=[CH:33][CH:32]=[CH:31][N:30]=1, predict the reaction product. The product is: [CH2:1]([NH:3][C:4]([NH:6][C:7]1[CH:12]=[CH:11][C:10]([C:13]2[N:14]=[C:15]([N:22]3[CH2:23][CH2:24][O:25][CH2:26][CH2:27]3)[C:16]3[CH2:21][N:20]([C:29]4[N:34]=[CH:33][CH:32]=[CH:31][N:30]=4)[CH2:19][C:17]=3[N:18]=2)=[CH:9][CH:8]=1)=[O:5])[CH3:2].